Task: Predict which catalyst facilitates the given reaction.. Dataset: Catalyst prediction with 721,799 reactions and 888 catalyst types from USPTO (1) Reactant: C([O:8][C:9]1[C:14](=[O:15])[C:13]([Cl:16])=[CH:12][N:11]([CH3:17])[CH:10]=1)C1C=CC=CC=1. Product: [Cl:16][C:13]1[C:14](=[O:15])[C:9]([OH:8])=[CH:10][N:11]([CH3:17])[CH:12]=1. The catalyst class is: 502. (2) Reactant: CON.[F:4][C:5]1[CH:6]=[C:7]([CH:23]=[CH:24][CH:25]=1)[CH2:8][NH:9][C:10](=[O:22])[NH:11][C:12]1[S:13][CH:14]=[C:15]([CH2:17][N:18](OC)[CH3:19])[N:16]=1.O. Product: [F:4][C:5]1[CH:6]=[C:7]([CH:23]=[CH:24][CH:25]=1)[CH2:8][NH:9][C:10]([NH:11][C:12]1[S:13][CH:14]=[C:15]([CH2:17][NH:18][CH3:19])[N:16]=1)=[O:22]. The catalyst class is: 565.